From a dataset of Full USPTO retrosynthesis dataset with 1.9M reactions from patents (1976-2016). Predict the reactants needed to synthesize the given product. (1) Given the product [CH3:27][N:25]([CH3:26])[CH2:24][CH2:23][CH2:22][N+:6]([O-:29])([CH2:5][CH2:4][CH2:3][N:2]([CH3:1])[CH3:28])[S:7]([CH2:10][CH2:11][C:12]([F:21])([C:17]([F:18])([F:19])[F:20])[C:13]([F:15])([F:14])[F:16])(=[O:9])=[O:8], predict the reactants needed to synthesize it. The reactants are: [CH3:1][N:2]([CH3:28])[CH2:3][CH2:4][CH2:5][N:6]([CH2:22][CH2:23][CH2:24][N:25]([CH3:27])[CH3:26])[S:7]([CH2:10][CH2:11][C:12]([F:21])([C:17]([F:20])([F:19])[F:18])[C:13]([F:16])([F:15])[F:14])(=[O:9])=[O:8].[OH:29]O.C.[I-].[K+]. (2) Given the product [CH3:1][O:2][C:3]([C:5]1[N:6]=[C:7]([CH3:14])[N:8]([CH3:13])[C:9]=1[C:10](=[O:12])[NH:31][CH2:30][CH2:29][C:19]1[N:18]([CH3:17])[CH:22]=[C:21]([C:23]2[CH:28]=[CH:27][CH:26]=[CH:25][CH:24]=2)[N:20]=1)=[O:4], predict the reactants needed to synthesize it. The reactants are: [CH3:1][O:2][C:3]([C:5]1[N:6]=[C:7]([CH3:14])[N:8]([CH3:13])[C:9]=1[C:10]([OH:12])=O)=[O:4].Cl.Cl.[CH3:17][N:18]1[CH:22]=[C:21]([C:23]2[CH:28]=[CH:27][CH:26]=[CH:25][CH:24]=2)[N:20]=[C:19]1[CH2:29][CH2:30][NH2:31]. (3) Given the product [CH3:25][O:26][C:19]1[CH:20]=[CH:34][C:15]([N:14]([CH3:13])[C:2]2[C:3]3[S:11][CH:10]=[CH:9][C:4]=3[N:5]=[C:6]([CH3:8])[N:7]=2)=[CH:16][CH:17]=1, predict the reactants needed to synthesize it. The reactants are: Cl[C:2]1[C:3]2[S:11][CH:10]=[CH:9][C:4]=2[N:5]=[C:6]([CH3:8])[N:7]=1.C[C:13]1[N:14]=[C:15](O)[C:16]2S[CH:20]=[CH:19][C:17]=2N=1.CN(C)[CH:25]=[O:26].P(Cl)(Cl)(Cl)=O.Cl[CH2:34]CCl. (4) The reactants are: [CH2:1]([O:3][C:4]([C@H:6]1[CH2:8][C@@H:7]1[C:9]1[CH:14]=[CH:13][C:12]([O:15][C@H:16]2[C:24]3[C:19](=[C:20](Br)[C:21]([C:25]#[N:26])=[CH:22][CH:23]=3)[CH2:18][CH2:17]2)=[CH:11][CH:10]=1)=[O:5])[CH3:2].[Si:28]([O:35][C:36]1[CH:41]=[C:40]([CH3:42])[C:39](B(O)O)=[C:38]([CH3:46])[CH:37]=1)([C:31]([CH3:34])([CH3:33])[CH3:32])([CH3:30])[CH3:29].C1(P(C2CCCCC2)C2C=CC=CC=2C2C=CC=CC=2N(C)C)CCCCC1.C(=O)([O-])[O-].[Na+].[Na+]. Given the product [CH2:1]([O:3][C:4]([C@H:6]1[CH2:8][C@@H:7]1[C:9]1[CH:14]=[CH:13][C:12]([O:15][C@H:16]2[C:24]3[C:19](=[C:20]([C:39]4[C:40]([CH3:42])=[CH:41][C:36]([O:35][Si:28]([C:31]([CH3:33])([CH3:32])[CH3:34])([CH3:30])[CH3:29])=[CH:37][C:38]=4[CH3:46])[C:21]([C:25]#[N:26])=[CH:22][CH:23]=3)[CH2:18][CH2:17]2)=[CH:11][CH:10]=1)=[O:5])[CH3:2], predict the reactants needed to synthesize it. (5) The reactants are: [Cl:1][C:2]1[N:10]=[C:9]2[C:5]([N:6]=[CH:7][NH:8]2)=[C:4](Cl)[N:3]=1.[NH2:12][C:13]1[CH:14]=[C:15]2[C:19](=[CH:20][CH:21]=1)[CH2:18][CH2:17][CH2:16]2.CCN(CC)CC. Given the product [Cl:1][C:2]1[N:10]=[C:9]2[C:5]([N:6]=[CH:7][NH:8]2)=[C:4]([NH:12][C:13]2[CH:14]=[C:15]3[C:19](=[CH:20][CH:21]=2)[CH2:18][CH2:17][CH2:16]3)[N:3]=1, predict the reactants needed to synthesize it. (6) The reactants are: [H-].[Al+3].[Li+].[H-].[H-].[H-].CN(C)C(=S)[S:10][C:11]1[CH:16]=[CH:15][CH:14]=[C:13]([O:17][CH3:18])[C:12]=1[OH:19].[OH-].[Na+]. Given the product [SH:10][C:11]1[CH:16]=[CH:15][CH:14]=[C:13]([O:17][CH3:18])[C:12]=1[OH:19], predict the reactants needed to synthesize it. (7) Given the product [C@@H:21]1([N:6]2[C:2](=[O:12])[C:3]3[C:4](=[CH:8][CH:9]=[CH:10][CH:11]=3)[C:5]2=[O:7])[CH2:20][CH2:19][CH2:18][CH2:17][CH:16]=[CH:15]1, predict the reactants needed to synthesize it. The reactants are: [K].[C:2]1(=[O:12])[NH:6][C:5](=[O:7])[C:4]2=[CH:8][CH:9]=[CH:10][CH:11]=[C:3]12.C(=O)(OC)O[CH:15]1[CH2:21][CH2:20][CH2:19][CH2:18][CH:17]=[CH:16]1. (8) Given the product [CH2:20]([N:16]1[C:17]2[C:13](=[CH:12][C:11]([C:7]3[NH:6][C:5]4[N:4]([N:3]=[C:2]([NH:1][C:29](=[O:31])[CH3:30])[C:22]=4[C:23]4[CH:28]=[CH:27][CH:26]=[CH:25][N:24]=4)[C:9](=[O:10])[CH:8]=3)=[CH:19][CH:18]=2)[CH:14]=[N:15]1)[CH3:21], predict the reactants needed to synthesize it. The reactants are: [NH2:1][C:2]1[C:22]([C:23]2[CH:28]=[CH:27][CH:26]=[CH:25][N:24]=2)=[C:5]2[NH:6][C:7]([C:11]3[CH:12]=[C:13]4[C:17](=[CH:18][CH:19]=3)[N:16]([CH2:20][CH3:21])[N:15]=[CH:14]4)=[CH:8][C:9](=[O:10])[N:4]2[N:3]=1.[C:29](OC(=O)C)(=[O:31])[CH3:30]. (9) Given the product [CH3:3][O:4][C:18]1[C:22]2[CH:23]=[C:24]3[C:29](=[CH:30][C:21]=2[NH:20][N:19]=1)[NH:28][C:27](=[O:31])[N:26]([C@@H:32]([C:34]1[CH:39]=[CH:38][CH:37]=[CH:36][CH:35]=1)[CH3:33])[CH2:25]3, predict the reactants needed to synthesize it. The reactants are: FC(F)(F)[C:3](O)=[O:4].CN1C2C=C([C:18]3[C:22]4[CH:23]=[C:24]5[C:29](=[CH:30][C:21]=4[NH:20][N:19]=3)[NH:28][C:27](=[O:31])[N:26]([C@@H:32]([C:34]3[CH:39]=[CH:38][CH:37]=[CH:36][CH:35]=3)[CH3:33])[CH2:25]5)C=CC=2N=N1.C(O)(C(F)(F)F)=O.[SiH](CC)(CC)CC.